From a dataset of Full USPTO retrosynthesis dataset with 1.9M reactions from patents (1976-2016). Predict the reactants needed to synthesize the given product. (1) Given the product [N+:73]([C:76]1[CH:83]=[N:82][CH:81]=[CH:80][C:77]=1[C@H:78]1[CH2:6][C:5]([O:7][Si:8]([CH2:9][CH3:10])([CH2:13][CH3:14])[CH2:11][CH3:12])=[CH:4][C:1]2([CH2:2][CH2:3]2)[O:79]1)([O-:75])=[O:74], predict the reactants needed to synthesize it. The reactants are: [C:1]1(=[CH:4][C:5]([O:7][Si:8]([CH2:13][CH3:14])([CH2:11][CH3:12])[CH2:9][CH3:10])=[CH2:6])[CH2:3][CH2:2]1.CC(C)(C)/C(/O)=C/C(C(C(C(F)(F)F)(F)F)(F)F)=O.CC(C)(C)/C(/O)=C/C(C(C(C(F)(F)F)(F)F)(F)F)=O.CC(C)(C)/C(/O)=C/C(C(C(C(F)(F)F)(F)F)(F)F)=O.[Eu].[N+:73]([C:76]1[CH:83]=[N:82][CH:81]=[CH:80][C:77]=1[CH:78]=[O:79])([O-:75])=[O:74]. (2) Given the product [CH:77]1[CH:78]=[CH:79][C:74]([C:73]([OH:134])([C:97]([O:99][C@@H:28]2[CH2:29][C@H:24]3[N+:1]4([CH2:2][CH2:3][CH2:4][CH2:6]4)[C@H:26]([CH2:25][CH2:11]3)[CH2:27]2)=[O:98])[C:72]2[CH:71]=[CH:70][CH:69]=[CH:68][CH:67]=2)=[CH:75][CH:76]=1.[Cl-:10], predict the reactants needed to synthesize it. The reactants are: [NH2:1][C@H:2](C(O)=O)[CH2:3][CH:4]([CH3:6])C.[Cl:10][C:11]([C:24]1[CH:29]=[CH:28][CH:27]=[CH:26][CH:25]=1)(C1C=CC=CC=1)C1C=CC=CC=1.[CH3:79][CH2:78][CH2:77][CH2:76][CH2:75][CH2:74][CH2:73][CH2:72][CH2:71][CH2:70][CH2:69][CH2:68][CH2:67]CCC(OC[C@@H](OC(CC[CH2:67][CH2:68][CH2:69][CH2:70][CH2:71][CH2:72][CH2:73][CH2:74][CH2:75][CH2:76][CH2:77][CH2:78][CH3:79])=O)COP(OCC[N+](C)(C)C)([O-])=O)=O.CCCCCCCCCCCCCCCCC[C:97]([O:99]C[C@@H](OC(CCCCCCCCCCCCCCCCC)=O)COP(OCC[N+](C)(C)C)([O-])=O)=[O:98].[OH2:134]. (3) Given the product [CH3:23][CH:17]([C:14]1[CH:13]=[CH:12][C:11]([CH2:10][NH2:9])=[CH:16][CH:15]=1)[CH2:18][C:19]([CH3:22])([CH3:20])[CH3:21], predict the reactants needed to synthesize it. The reactants are: Cl.C(OC([NH:9][CH2:10][C:11]1[CH:16]=[CH:15][C:14]([CH:17]([CH3:23])[CH2:18][C:19]([CH3:22])([CH3:21])[CH3:20])=[CH:13][CH:12]=1)=O)(C)(C)C.